Dataset: Reaction yield outcomes from USPTO patents with 853,638 reactions. Task: Predict the reaction yield, written as a fraction of the theoretical maximum amount of product (1.0 means a 100% yield; for example, 0.34 means a 34% yield). (1) The reactants are [CH2:1]1[C:9]2[C:4](=[CH:5][CH:6]=[CH:7][CH:8]=2)[CH2:3][CH:2]1OS(C)(=O)=O.[C:15](#[N:17])C. The catalyst is [C-]#N.C([N+](CC)(CC)CC)C. The product is [CH2:1]1[C:9]2[C:4](=[CH:5][CH:6]=[CH:7][CH:8]=2)[CH2:3][CH:2]1[C:15]#[N:17]. The yield is 0.520. (2) The reactants are [C:1]([C:4]1[CH:9]=[CH:8][CH:7]=[CH:6][CH:5]=1)(=O)[CH3:2].[NH2:10][C:11]1[C:23]2[C:22](=O)[C:21]3[C:16](=[CH:17][CH:18]=[CH:19][CH:20]=3)[C:15]=2[CH:14]=[CH:13][CH:12]=1.P([O-])(OC1C=CC=CC=1)(OC1C=CC=CC=1)=O. No catalyst specified. The product is [C:4]1([C:1]2[N:10]=[C:11]3[C:23]4=[C:22]([C:21]5[C:16]([C:15]4=[CH:14][CH:13]=[CH:12]3)=[CH:17][CH:18]=[CH:19][CH:20]=5)[CH:2]=2)[CH:9]=[CH:8][CH:7]=[CH:6][CH:5]=1. The yield is 0.450. (3) The reactants are [CH3:1][Mg]Cl.[CH:4](=[O:10])[C:5]1[O:9][CH:8]=[CH:7][CH:6]=1.[C:11](Cl)(=[O:15])[C:12]([CH3:14])=[CH2:13].O. The catalyst is O1CCCC1. The product is [O:9]1[CH:8]=[CH:7][CH:6]=[C:5]1[CH:4]([O:10][C:11](=[O:15])[C:12]([CH3:14])=[CH2:13])[CH3:1]. The yield is 0.723. (4) The reactants are [CH3:1][O:2][C:3]1[CH:8]=[CH:7][C:6]([N:9]2[CH2:14][CH2:13][C:12](=O)[CH2:11][CH2:10]2)=[CH:5][CH:4]=1.[NH:16]1[CH2:20][CH2:19][C@@H:18]([NH:21][C:22](=[O:28])[O:23][C:24]([CH3:27])([CH3:26])[CH3:25])[CH2:17]1.CCOCC. The catalyst is CO. The product is [CH3:1][O:2][C:3]1[CH:8]=[CH:7][C:6]([N:9]2[CH2:14][CH2:13][CH:12]([N:16]3[CH2:20][CH2:19][C@@H:18]([NH:21][C:22](=[O:28])[O:23][C:24]([CH3:26])([CH3:25])[CH3:27])[CH2:17]3)[CH2:11][CH2:10]2)=[CH:5][CH:4]=1. The yield is 0.675. (5) The reactants are [Cl:1][C:2]1[CH:7]=[C:6]([O:8][C:9]2[C:18]3[C:13](=[CH:14][C:15]([O:23][CH3:24])=[C:16]([C:19]([O:21][CH3:22])=[O:20])[CH:17]=3)[N:12]=[CH:11][CH:10]=2)[CH:5]=[CH:4][C:3]=1[NH:25][C:26](=[O:34])OC1C=CC=CC=1.[CH3:35][NH2:36].O. The catalyst is CN(C)C=O.C(OCC)(=O)C.CCCCCC. The product is [Cl:1][C:2]1[CH:7]=[C:6]([CH:5]=[CH:4][C:3]=1[NH:25][C:26]([NH:36][CH3:35])=[O:34])[O:8][C:9]1[C:18]2[C:13](=[CH:14][C:15]([O:23][CH3:24])=[C:16]([C:19]([O:21][CH3:22])=[O:20])[CH:17]=2)[N:12]=[CH:11][CH:10]=1. The yield is 0.850. (6) The reactants are [F:1][C:2]1[CH:7]=[C:6]([F:8])[CH:5]=[CH:4][C:3]=1[C:9]1[N:10]=[C:11]2[N:15]([C:16]=1[C:17]1[CH:22]=[CH:21][N:20]=[C:19]([S:23][CH3:24])[N:18]=1)[CH:14]=[CH:13][O:12]2.[OH:25]OS([O-])=O.[K+]. The catalyst is CO.C(Cl)Cl.O. The product is [F:1][C:2]1[CH:7]=[C:6]([F:8])[CH:5]=[CH:4][C:3]=1[C:9]1[N:10]=[C:11]2[N:15]([C:16]=1[C:17]1[CH:22]=[CH:21][N:20]=[C:19]([S:23]([CH3:24])=[O:25])[N:18]=1)[CH:14]=[CH:13][O:12]2. The yield is 0.960. (7) The reactants are [Br:1][C:2]1[CH:3]=[N:4][C:5]2[N:6]([N:8]=[C:9]([C:11]([OH:13])=O)[CH:10]=2)[CH:7]=1.[CH3:14][C:15]1[S:23][C:22]2[CH2:21][CH2:20][NH:19][CH:18]([CH3:24])[C:17]=2[CH:16]=1. No catalyst specified. The product is [Br:1][C:2]1[CH:3]=[N:4][C:5]2[N:6]([N:8]=[C:9]([C:11]([N:19]3[CH2:20][CH2:21][C:22]4[S:23][C:15]([CH3:14])=[CH:16][C:17]=4[CH:18]3[CH3:24])=[O:13])[CH:10]=2)[CH:7]=1. The yield is 0.400. (8) The reactants are [C:1]([O:5][C:6](=[O:22])[NH:7][C:8]([CH3:21])([CH3:20])[CH2:9][C:10]1[C:18]2[C:13](=[C:14]([OH:19])[CH:15]=[CH:16][CH:17]=2)[NH:12][CH:11]=1)([CH3:4])([CH3:3])[CH3:2].Br[CH2:24][C:25]#[N:26].C([O-])([O-])=O.[K+].[K+]. The catalyst is CC(=O)CC. The product is [C:1]([O:5][C:6](=[O:22])[NH:7][C:8]([CH3:21])([CH3:20])[CH2:9][C:10]1[C:18]2[C:13](=[C:14]([O:19][CH2:24][C:25]#[N:26])[CH:15]=[CH:16][CH:17]=2)[NH:12][CH:11]=1)([CH3:4])([CH3:2])[CH3:3]. The yield is 0.860. (9) The reactants are [CH3:1][O:2][C:3]1[CH:8]=[CH:7][CH:6]=[CH:5][C:4]=1[N:9]1[CH2:14][CH2:13][N:12]([CH2:15][CH:16]([OH:30])[CH2:17][CH2:18][N:19]2C(=O)C3C(=CC=CC=3)C2=O)[CH2:11][CH2:10]1.ClC1C(Cl)=CC=CC=1N1CCN(CC(O)CC)CC1. No catalyst specified. The product is [NH2:19][CH2:18][CH2:17][CH:16]([OH:30])[CH2:15][N:12]1[CH2:13][CH2:14][N:9]([C:4]2[CH:5]=[CH:6][CH:7]=[CH:8][C:3]=2[O:2][CH3:1])[CH2:10][CH2:11]1. The yield is 0.690. (10) The reactants are Br[C:2]1[C:10]2[N:9]=[C:8]([CH3:11])[N:7]([CH2:12][C:13]3[CH:18]=[CH:17][CH:16]=[C:15]([C:19]([F:22])([F:21])[F:20])[C:14]=3[CH3:23])[C:6]=2[CH:5]=[C:4]([N:24]2[CH2:29][CH2:28][O:27][CH2:26][CH2:25]2)[CH:3]=1.[O:30]1[CH:34]=[CH:33][CH:32]=[C:31]1B(O)O.C(=O)([O-])[O-].[Na+].[Na+]. The catalyst is COCCOC.O.C1C=CC(P(C2C=CC=CC=2)[C-]2C=CC=C2)=CC=1.C1C=CC(P(C2C=CC=CC=2)[C-]2C=CC=C2)=CC=1.Cl[Pd]Cl.[Fe+2].C(Cl)Cl. The product is [O:30]1[CH:34]=[CH:33][CH:32]=[C:31]1[C:2]1[C:10]2[N:9]=[C:8]([CH3:11])[N:7]([CH2:12][C:13]3[CH:18]=[CH:17][CH:16]=[C:15]([C:19]([F:22])([F:20])[F:21])[C:14]=3[CH3:23])[C:6]=2[CH:5]=[C:4]([N:24]2[CH2:29][CH2:28][O:27][CH2:26][CH2:25]2)[CH:3]=1. The yield is 0.244.